Dataset: Catalyst prediction with 721,799 reactions and 888 catalyst types from USPTO. Task: Predict which catalyst facilitates the given reaction. Reactant: FC(F)(F)C(O)=O.C(OC(=O)[NH:14][C:15]1[CH:20]=[CH:19][CH:18]=[CH:17][C:16]=1[N:21]1[C:25](=[O:26])[NH:24][C:23]([CH:27]([C:41]2[CH:46]=[C:45]([CH2:47][CH3:48])[CH:44]=[C:43]([O:49][CH2:50][C:51](=[O:55])[N:52]([CH3:54])[CH3:53])[C:42]=2[F:56])[NH:28][C:29]2[CH:34]=[CH:33][C:32]([C:35]3[N:39]=[C:38]([CH3:40])[O:37][N:36]=3)=[CH:31][CH:30]=2)=[N:22]1)(C)(C)C. Product: [NH2:14][C:15]1[CH:20]=[CH:19][CH:18]=[CH:17][C:16]=1[N:21]1[C:25](=[O:26])[NH:24][C:23]([CH:27]([NH:28][C:29]2[CH:30]=[CH:31][C:32]([C:35]3[N:39]=[C:38]([CH3:40])[O:37][N:36]=3)=[CH:33][CH:34]=2)[C:41]2[C:42]([F:56])=[C:43]([CH:44]=[C:45]([CH2:47][CH3:48])[CH:46]=2)[O:49][CH2:50][C:51]([N:52]([CH3:54])[CH3:53])=[O:55])=[N:22]1. The catalyst class is: 4.